Predict the reaction yield, written as a fraction of the theoretical maximum amount of product (1.0 means a 100% yield; for example, 0.34 means a 34% yield). From a dataset of Reaction yield outcomes from USPTO patents with 853,638 reactions. (1) The reactants are [C:1]1([C@H:7]2[CH2:9][C@@H:8]2[C:10]([OH:12])=O)[CH:6]=[CH:5][CH:4]=[CH:3][CH:2]=1.[Br:13][C:14]1[CH:19]=[CH:18][C:17]([C@@H:20]([NH2:23])[CH2:21][CH3:22])=[CH:16][CH:15]=1.C(N(CC)CC)C.O. The catalyst is ClCCl.CN(C)C=O. The product is [Br:13][C:14]1[CH:15]=[CH:16][C:17]([C@@H:20]([NH:23][C:10]([C@H:8]2[CH2:9][C@@H:7]2[C:1]2[CH:2]=[CH:3][CH:4]=[CH:5][CH:6]=2)=[O:12])[CH2:21][CH3:22])=[CH:18][CH:19]=1. The yield is 0.920. (2) The reactants are [NH2:1][C:2]1[C:3]2[N:4]([C:8]([C@H:12]3[CH2:21][N:20]4[C@H:15]([CH2:16][O:17][CH2:18][C:19]4=O)[CH2:14][CH2:13]3)=[N:9][C:10]=2[Br:11])[CH:5]=[CH:6][N:7]=1.S(C)C. The catalyst is C1COCC1. The product is [Br:11][C:10]1[N:9]=[C:8]([C@H:12]2[CH2:21][N:20]3[C@H:15]([CH2:16][O:17][CH2:18][CH2:19]3)[CH2:14][CH2:13]2)[N:4]2[CH:5]=[CH:6][N:7]=[C:2]([NH2:1])[C:3]=12. The yield is 0.780. (3) The reactants are [C:1]([C:5]1[O:9]N=C(NC(NC2C=CC(OC3C=CC(OCC)=CN=3)=CC=2)=O)C=1)(C)(C)C.[C:30]([C:34]1[O:38][N:37]=[C:36]([NH:39][C:40]([NH:42][C:43]2[CH:48]=[CH:47][C:46]([O:49][C:50]3[CH:51]=[CH:52][C:53](=[O:56])N[CH:55]=3)=[CH:45][CH:44]=2)=[O:41])[CH:35]=1)([CH3:33])([CH3:32])[CH3:31].I[CH2:58]C. The catalyst is C1C=CC=CC=1. The product is [C:30]([C:34]1[O:38][N:37]=[C:36]([NH:39][C:40]([NH:42][C:43]2[CH:48]=[CH:47][C:46]([O:49][C:50]3[CH:51]=[CH:52][C:53]([O:56][C:5](=[O:9])[CH3:1])=[CH:58][CH:55]=3)=[CH:45][CH:44]=2)=[O:41])[CH:35]=1)([CH3:32])([CH3:33])[CH3:31]. The yield is 0.380. (4) The reactants are Br[CH2:2][CH:3]1[CH2:8][CH2:7][CH2:6][CH2:5][CH2:4]1.CON(C)[C:12](=[O:19])[C:13]1[CH:18]=[CH:17][CH:16]=[CH:15][CH:14]=1. The catalyst is C1COCC1. The product is [CH:3]1([CH2:2][C:12]([C:13]2[CH:18]=[CH:17][CH:16]=[CH:15][CH:14]=2)=[O:19])[CH2:8][CH2:7][CH2:6][CH2:5][CH2:4]1. The yield is 0.670. (5) The reactants are [C:1](O)(=O)C.C(O)(=O)C.[OH:9][CH2:10][C@@H:11]1[C@@:16]([CH3:37])([C@H:17]2[CH2:25][CH2:24][C@@:23]3(C)[C@@H:19]([CH2:20][CH2:21][C:22]3=[CH2:27])[C@@H:18]2[CH2:28][NH:29][CH:30]2[CH2:35][CH2:34][N:33]([CH3:36])[CH2:32][CH2:31]2)[CH2:15][CH2:14][C@H:13]([OH:38])[CH2:12]1.[OH-].[Na+]. The catalyst is Cl. The product is [CH3:27][C:22]1([CH3:1])[C:23]2[CH2:24][CH2:25][C@H:17]([C@@:16]3([CH3:37])[CH2:15][CH2:14][C@H:13]([OH:38])[CH2:12][C@@H:11]3[CH2:10][OH:9])[C@@H:18]([CH2:28][NH:29][CH:30]3[CH2:31][CH2:32][N:33]([CH3:36])[CH2:34][CH2:35]3)[C:19]=2[CH2:20][CH2:21]1. The yield is 0.670. (6) The reactants are [NH2:1][C:2]1[C:7]([CH2:8][OH:9])=[CH:6][CH:5]=[C:4]([CH3:10])[N:3]=1. The catalyst is [O-2].[O-2].[Mn+4].C(Cl)Cl. The product is [NH2:1][C:2]1[C:7]([CH:8]=[O:9])=[CH:6][CH:5]=[C:4]([CH3:10])[N:3]=1. The yield is 0.880.